Dataset: Catalyst prediction with 721,799 reactions and 888 catalyst types from USPTO. Task: Predict which catalyst facilitates the given reaction. (1) Reactant: [OH:1][C@@:2]1([CH3:36])[CH2:7][CH2:6][C@H:5]2[C@H:8]3[C@H:18]([CH2:19][CH2:20][C@:3]12[CH3:4])[C@:16]1([CH3:17])[C:11](=[CH:12][C@@H:13]([OH:21])[CH2:14][CH2:15]1)[CH2:10][C@H:9]3[CH2:22][CH:23]=[CH:24][CH2:25][C:26]1[CH:31]=[CH:30][CH:29]=[C:28]([O:32][C:33](=[O:35])[CH3:34])[CH:27]=1. Product: [OH:1][C@@:2]1([CH3:36])[CH2:7][CH2:6][C@H:5]2[C@H:8]3[C@H:18]([CH2:19][CH2:20][C@:3]12[CH3:4])[C@:16]1([CH3:17])[C:11](=[CH:12][C@@H:13]([OH:21])[CH2:14][CH2:15]1)[CH2:10][C@H:9]3[CH2:22][CH2:23][CH2:24][CH2:25][C:26]1[CH:31]=[CH:30][CH:29]=[C:28]([O:32][C:33](=[O:35])[CH3:34])[CH:27]=1. The catalyst class is: 78. (2) Reactant: CC(C)([O-])C.[K+].[CH2:7]([O:9][C:10](=[O:17])[CH2:11][N:12]1[N:16]=[CH:15][CH:14]=[N:13]1)[CH3:8].Br[CH2:19][C:20]#[C:21][CH2:22][CH2:23][CH2:24][C:25]1[N:26]=[C:27]([C:31]2[CH:36]=[CH:35][CH:34]=[CH:33][CH:32]=2)[O:28][C:29]=1[CH3:30].Cl. Product: [CH2:7]([O:9][C:10](=[O:17])[CH:11]([N:12]1[N:13]=[CH:14][CH:15]=[N:16]1)[CH2:19][C:20]#[C:21][CH2:22][CH2:23][CH2:24][C:25]1[N:26]=[C:27]([C:31]2[CH:32]=[CH:33][CH:34]=[CH:35][CH:36]=2)[O:28][C:29]=1[CH3:30])[CH3:8]. The catalyst class is: 49. (3) Reactant: [CH:1]([C:4]1[S:5][CH:6]=[C:7]([CH2:9][N:10]2[CH2:15][CH2:14][N:13]([C:16](OC(C)(C)C)=O)[CH2:12][CH2:11]2)[N:8]=1)([CH3:3])[CH3:2].C(O)(C(F)(F)F)=O.[Br:30][C:31]1C(Cl)=[C:33]([N+:38]([O-:40])=[O:39])[C:34]([NH2:37])=[N:35][CH:36]=1. Product: [Br:30][C:31]1[C:16]([N:13]2[CH2:12][CH2:11][N:10]([CH2:9][C:7]3[N:8]=[C:4]([CH:1]([CH3:2])[CH3:3])[S:5][CH:6]=3)[CH2:15][CH2:14]2)=[C:33]([N+:38]([O-:40])=[O:39])[C:34]([NH2:37])=[N:35][CH:36]=1. The catalyst class is: 2. (4) Reactant: [NH2:1][C:2]1[CH:7]=[CH:6][C:5]([CH3:8])=[CH:4][CH:3]=1.[CH3:9][S:10][C:11](SC)=[CH:12][N+:13]([O-:15])=[O:14]. The catalyst class is: 14. Product: [CH3:9][S:10][C:11]([NH:1][C:2]1[CH:7]=[CH:6][C:5]([CH3:8])=[CH:4][CH:3]=1)=[CH:12][N+:13]([O-:15])=[O:14].